Predict the reactants needed to synthesize the given product. From a dataset of Full USPTO retrosynthesis dataset with 1.9M reactions from patents (1976-2016). (1) Given the product [F:25][C:2]([F:1])([F:24])[C:3]1[CH:4]=[CH:5][C:6]([CH:9]2[C:18]3[N:17]=[CH:16][CH:15]=[CH:14][C:13]=3[CH2:12][CH2:11][N:10]2[C:19]([O:21][CH2:22][CH3:23])=[O:20])=[CH:7][CH:8]=1, predict the reactants needed to synthesize it. The reactants are: [F:1][C:2]([F:25])([F:24])[C:3]1[CH:8]=[CH:7][C:6]([CH:9]2[C:18]3[N:17]=[CH:16][CH:15]=[CH:14][C:13]=3[CH:12]=[CH:11][N:10]2[C:19]([O:21][CH2:22][CH3:23])=[O:20])=[CH:5][CH:4]=1. (2) Given the product [NH2:1][C:2]1[S:3][C:4]([C:17]2[CH:22]=[CH:21][CH:20]=[C:19]([F:23])[CH:18]=2)=[C:5]([C:7]([N:9]2[C@H:14]([CH2:15][NH:16][C:33]([C:32]3[N:27]4[C:28]([S:29][C:25]([CH3:24])=[CH:26]4)=[N:30][CH:31]=3)=[O:34])[CH2:13][C@H:12]3[C@@H:10]2[CH2:11]3)=[O:8])[N:6]=1, predict the reactants needed to synthesize it. The reactants are: [NH2:1][C:2]1[S:3][C:4]([C:17]2[CH:22]=[CH:21][CH:20]=[C:19]([F:23])[CH:18]=2)=[C:5]([C:7]([N:9]2[C@H:14]([CH2:15][NH2:16])[CH2:13][C@H:12]3[C@@H:10]2[CH2:11]3)=[O:8])[N:6]=1.[CH3:24][C:25]1[S:29][C:28]2=[N:30][CH:31]=[C:32]([C:33](O)=[O:34])[N:27]2[CH:26]=1.